This data is from Full USPTO retrosynthesis dataset with 1.9M reactions from patents (1976-2016). The task is: Predict the reactants needed to synthesize the given product. Given the product [CH3:26][C:23]1[CH:22]=[CH:21][C:20]2[C:25](=[C:16]([NH:15][C:14]([C@@H:11]3[CH2:12][CH2:13][C@@H:8]([NH2:7])[C@H:9]([O:28][CH3:29])[CH2:10]3)=[O:27])[CH:17]=[CH:18][CH:19]=2)[N:24]=1, predict the reactants needed to synthesize it. The reactants are: C(OC(=O)[NH:7][C@@H:8]1[CH2:13][CH2:12][C@@H:11]([C:14](=[O:27])[NH:15][C:16]2[CH:17]=[CH:18][CH:19]=[C:20]3[C:25]=2[N:24]=[C:23]([CH3:26])[CH:22]=[CH:21]3)[CH2:10][C@H:9]1[O:28][CH3:29])(C)(C)C.